Predict which catalyst facilitates the given reaction. From a dataset of Catalyst prediction with 721,799 reactions and 888 catalyst types from USPTO. (1) Reactant: [Cr](O[Cr]([O-])(=O)=O)([O-])(=O)=O.[NH+]1C=CC=CC=1.[NH+]1C=CC=CC=1.O[C:23]([CH3:57])([CH3:56])[CH2:24][CH2:25][CH2:26][C@H:27]([C@@H:45]1[C@:53]2([CH3:54])[C@H:48]([C@@H:49]([OH:55])C[CH2:51][CH2:52]2)[CH2:47][CH2:46]1)[CH2:28][CH2:29][C@@H:30]1[C:34]([CH3:36])([CH3:35])[O:33][CH:32]([C:37]2[CH:42]=[CH:41][C:40]([O:43][CH3:44])=[CH:39][CH:38]=2)[O:31]1.[CH3:58][OH:59].C(Cl)(Cl)Cl. Product: [OH:59][CH:58]1[CH2:51][CH2:52][C:53]2([CH3:54])[CH:48]([CH2:47][CH2:46][CH:45]2[C@H:27]([CH2:28][CH2:29][C@@H:30]2[C:34]([CH3:35])([CH3:36])[O:33][CH:32]([C:37]3[CH:42]=[CH:41][C:40]([O:43][CH3:44])=[CH:39][CH:38]=3)[O:31]2)[CH2:26][CH2:25][CH2:24][CH:23]([CH3:57])[CH3:56])[C:49]1=[O:55]. The catalyst class is: 4. (2) Reactant: C(N(CC)CC)C.[Cl:8][C:9]1[CH:14]=[CH:13][C:12]([S:15](Cl)(=[O:17])=[O:16])=[CH:11][CH:10]=1.Cl.Cl.[Cl:21][C:22]1[CH:27]=[C:26]([Cl:28])[CH:25]=[CH:24][C:23]=1[C:29]1[NH:33][C:32](=[O:34])[C:31]2([CH2:39][CH2:38][NH:37][CH2:36][CH2:35]2)[N:30]=1. Product: [Cl:8][C:9]1[CH:14]=[CH:13][C:12]([S:15]([N:37]2[CH2:36][CH2:35][C:31]3([N:30]=[C:29]([C:23]4[CH:24]=[CH:25][C:26]([Cl:28])=[CH:27][C:22]=4[Cl:21])[NH:33][C:32]3=[O:34])[CH2:39][CH2:38]2)(=[O:17])=[O:16])=[CH:11][CH:10]=1. The catalyst class is: 4. (3) Reactant: [Cl:1][C:2]1[CH:7]=[C:6]([C:8]2[CH:13]=[N:12][CH:11]=[C:10]([CH3:14])[N:9]=2)[CH:5]=[CH:4][C:3]=1[C:15]1[C:26](=[O:27])[N:25]([CH2:28][C:29]([O:31][CH2:32][CH3:33])=[O:30])[C:18]2[N:19]=[C:20](SC)[N:21]=[CH:22][C:17]=2[CH:16]=1.C1C=C(Cl)C=C(C(OO)=O)C=1.[CH3:45][NH2:46]. Product: [Cl:1][C:2]1[CH:7]=[C:6]([C:8]2[CH:13]=[N:12][CH:11]=[C:10]([CH3:14])[N:9]=2)[CH:5]=[CH:4][C:3]=1[C:15]1[C:26](=[O:27])[N:25]([CH2:28][C:29]([O:31][CH2:32][CH3:33])=[O:30])[C:18]2[N:19]=[C:20]([NH:46][CH3:45])[N:21]=[CH:22][C:17]=2[CH:16]=1. The catalyst class is: 1. (4) Reactant: [NH2:1][C:2]1[C:3]2[N:4]([C:14]([CH3:18])=[C:15]([CH3:17])[N:16]=2)[CH:5]=[C:6]([N:8]2[CH2:12][CH2:11][CH2:10][C:9]2=[O:13])[CH:7]=1.Br[CH2:20][C:21]1[C:26]([CH3:27])=[CH:25][CH:24]=[CH:23][C:22]=1[CH2:28][CH3:29].C(=O)([O-])[O-].[Na+].[Na+].[ClH:36]. Product: [ClH:36].[CH2:28]([C:22]1[CH:23]=[CH:24][CH:25]=[C:26]([CH3:27])[C:21]=1[CH2:20][NH:1][C:2]1[C:3]2[N:4]([C:14]([CH3:18])=[C:15]([CH3:17])[N:16]=2)[CH:5]=[C:6]([N:8]2[CH2:12][CH2:11][CH2:10][C:9]2=[O:13])[CH:7]=1)[CH3:29]. The catalyst class is: 9. (5) Reactant: [O:1]([C:8]1[CH:30]=[CH:29][C:11]([O:12][C:13]2[N:21]=[CH:20][C:19]([NH:22][CH:23]3[CH2:28][CH2:27][NH:26][CH2:25][CH2:24]3)=[CH:18][C:14]=2[C:15]([NH2:17])=[O:16])=[CH:10][CH:9]=1)[C:2]1[CH:7]=[CH:6][CH:5]=[CH:4][CH:3]=1.C(N(CC)CC)C.[C:38](Cl)(=[O:42])/[CH:39]=[CH:40]/[CH3:41]. Product: [C:38]([N:26]1[CH2:25][CH2:24][CH:23]([NH:22][C:19]2[CH:20]=[N:21][C:13]([O:12][C:11]3[CH:29]=[CH:30][C:8]([O:1][C:2]4[CH:3]=[CH:4][CH:5]=[CH:6][CH:7]=4)=[CH:9][CH:10]=3)=[C:14]([CH:18]=2)[C:15]([NH2:17])=[O:16])[CH2:28][CH2:27]1)(=[O:42])/[CH:39]=[CH:40]/[CH3:41]. The catalyst class is: 2.